This data is from Catalyst prediction with 721,799 reactions and 888 catalyst types from USPTO. The task is: Predict which catalyst facilitates the given reaction. (1) Reactant: [I:1][C:2]1[CH:7]=[CH:6][C:5]([CH2:8][C:9]#[N:10])=[CH:4][C:3]=1[CH3:11].C(=O)([O-])[O-].[K+].[K+].Cl.[NH2:19][OH:20]. Product: [OH:20]/[N:19]=[C:9](\[NH2:10])/[CH2:8][C:5]1[CH:6]=[CH:7][C:2]([I:1])=[C:3]([CH3:11])[CH:4]=1. The catalyst class is: 8. (2) Reactant: [ClH:1].C(N=C=NCCCN(C)C)C.Cl.Cl.[F:15][C:16]1[CH:21]=[CH:20][C:19]([N:22]([CH3:29])[CH:23]2[CH2:28][CH2:27][NH:26][CH2:25][CH2:24]2)=[CH:18][CH:17]=1.C(OC([NH:37][C@H:38]([C:42](O)=[O:43])[CH:39]([CH3:41])[CH3:40])=O)(C)(C)C.O.ON1C2C=CC=CC=2N=N1.CN1CCOCC1. Product: [ClH:1].[ClH:1].[NH2:37][C@@H:38]([CH:39]([CH3:41])[CH3:40])[C:42]([N:26]1[CH2:27][CH2:28][CH:23]([N:22]([C:19]2[CH:20]=[CH:21][C:16]([F:15])=[CH:17][CH:18]=2)[CH3:29])[CH2:24][CH2:25]1)=[O:43]. The catalyst class is: 2. (3) Reactant: [CH:1]1([C:5]([N:7]([C:14]2[CH:19]=[C:18]([O:20][C:21]3[CH:26]=[CH:25][C:24]([N+:27]([O-])=O)=[CH:23][CH:22]=3)[CH:17]=[CH:16][N:15]=2)C(C2CCC2)=O)=[O:6])[CH2:4][CH2:3][CH2:2]1.[Cl-].[NH4+].CN(C)C=O.C(O)C. Product: [NH2:27][C:24]1[CH:25]=[CH:26][C:21]([O:20][C:18]2[CH:17]=[CH:16][N:15]=[C:14]([NH:7][C:5]([CH:1]3[CH2:4][CH2:3][CH2:2]3)=[O:6])[CH:19]=2)=[CH:22][CH:23]=1. The catalyst class is: 150. (4) Reactant: Cl.[Cl:2][C:3]1[CH:16]=[CH:15][CH:14]=[CH:13][C:4]=1[O:5][CH2:6][CH:7]1[CH2:12][CH2:11][CH2:10][NH:9][CH2:8]1.[N:17]1([CH2:22][C:23]2[CH:28]=[CH:27][C:26]([NH:29][C:30](=O)[O:31]C3C=CC=CC=3)=[CH:25][CH:24]=2)[CH:21]=[CH:20][CH:19]=[N:18]1.C(N(CC)CC)C.C(OCC)(=O)C. Product: [Cl:2][C:3]1[CH:16]=[CH:15][CH:14]=[CH:13][C:4]=1[O:5][CH2:6][CH:7]1[CH2:12][CH2:11][CH2:10][N:9]([C:30]([NH:29][C:26]2[CH:27]=[CH:28][C:23]([CH2:22][N:17]3[CH:21]=[CH:20][CH:19]=[N:18]3)=[CH:24][CH:25]=2)=[O:31])[CH2:8]1. The catalyst class is: 9. (5) Reactant: [NH2:1][C:2]1[CH:7]=[C:6]([CH3:8])[C:5]([Cl:9])=[CH:4][C:3]=1[NH:10][CH2:11][CH:12]([OH:19])[CH:13]([OH:18])[CH:14]([OH:17])[CH2:15][OH:16].O.[NH:21]1[C:29](=[O:30])[C:27](=O)[C:25](=O)[NH:24][C:22]1=[O:23].[B]=O. Product: [Cl:9][C:5]1[C:6]([CH3:8])=[CH:7][C:2]2[N:1]=[C:27]3[C:25]([N:10]([CH2:11][CH:12]([OH:19])[CH:13]([OH:18])[CH:14]([OH:17])[CH2:15][OH:16])[C:3]=2[CH:4]=1)=[N:24][C:22](=[O:23])[NH:21][C:29]3=[O:30]. The catalyst class is: 15. (6) Reactant: FC(F)(F)C(O)=O.[C:8]([C:10]1[CH:11]=[C:12]([CH:31]2[O:36][CH2:35][CH2:34][N:33](C(OC(C)(C)C)=O)[CH2:32]2)[CH:13]=[CH:14][C:15]=1[NH:16][C:17]([C:19]1[CH:23]=[CH:22][N:21]([C:24]2[CH:29]=[CH:28][C:27]([F:30])=[CH:26][CH:25]=2)[N:20]=1)=[O:18])#[N:9].[OH-].[Na+]. Product: [C:8]([C:10]1[CH:11]=[C:12]([CH:31]2[O:36][CH2:35][CH2:34][NH:33][CH2:32]2)[CH:13]=[CH:14][C:15]=1[NH:16][C:17]([C:19]1[CH:23]=[CH:22][N:21]([C:24]2[CH:25]=[CH:26][C:27]([F:30])=[CH:28][CH:29]=2)[N:20]=1)=[O:18])#[N:9]. The catalyst class is: 192. (7) Reactant: [NH2:1][C@@H:2]([CH2:35][C:36]1[CH:41]=[CH:40][CH:39]=[CH:38][CH:37]=1)[CH2:3][C@H:4]([OH:34])[C@@H:5]([N:19]([CH2:27][C:28]1[CH:33]=[CH:32][CH:31]=[CH:30][CH:29]=1)[CH2:20][C:21]1[CH:26]=[CH:25][CH:24]=[CH:23][CH:22]=1)[CH2:6][C:7]1[CH:12]=[CH:11][C:10]([C:13]2[CH:18]=[CH:17][CH:16]=[CH:15][N:14]=2)=[CH:9][CH:8]=1.C([O-])([O-])=O.[K+].[K+].[C:48](O[C:48]([O:50][C:51]([CH3:54])([CH3:53])[CH3:52])=[O:49])([O:50][C:51]([CH3:54])([CH3:53])[CH3:52])=[O:49]. Product: [CH2:35]([C@H:2]([NH:1][C:48](=[O:49])[O:50][C:51]([CH3:54])([CH3:53])[CH3:52])[CH2:3][C@H:4]([OH:34])[C@@H:5]([N:19]([CH2:20][C:21]1[CH:22]=[CH:23][CH:24]=[CH:25][CH:26]=1)[CH2:27][C:28]1[CH:29]=[CH:30][CH:31]=[CH:32][CH:33]=1)[CH2:6][C:7]1[CH:8]=[CH:9][C:10]([C:13]2[CH:18]=[CH:17][CH:16]=[CH:15][N:14]=2)=[CH:11][CH:12]=1)[C:36]1[CH:41]=[CH:40][CH:39]=[CH:38][CH:37]=1. The catalyst class is: 310. (8) Reactant: [C:1]([O:6][CH3:7])(=[O:5])[C:2]([CH3:4])=[CH2:3].[C:8]([NH2:12])(=[O:11])[CH:9]=[CH2:10].S(OOS([O-])(=O)=O)([O-])(=O)=O.[K+].[K+]. Product: [C:1]([O:6][CH3:7])(=[O:5])[C:2]([CH3:4])=[CH2:3].[C:8]([NH2:12])(=[O:11])[CH:9]=[CH2:10]. The catalyst class is: 6. (9) Reactant: C[O:2][C:3](=O)[CH2:4][C:5]1[CH:10]=[CH:9][C:8]([O:11][CH3:12])=[CH:7][CH:6]=1.[H-].C([Al+]CC(C)C)C(C)C. The catalyst class is: 11. Product: [CH3:12][O:11][C:8]1[CH:9]=[CH:10][C:5]([CH2:4][CH:3]=[O:2])=[CH:6][CH:7]=1.